From a dataset of Forward reaction prediction with 1.9M reactions from USPTO patents (1976-2016). Predict the product of the given reaction. (1) Given the reactants C(OC(=O)[NH:7][CH:8]1[CH2:16][CH2:15][C:14]2[C:10](=[CH:11][N:12]([C:17]3[C:26]4[C:21](=[CH:22][CH:23]=[C:24]([O:27][CH3:28])[N:25]=4)[N:20]=[CH:19][CH:18]=3)[N:13]=2)[CH2:9]1)(C)(C)C.Cl.O1CCOCC1, predict the reaction product. The product is: [CH3:28][O:27][C:24]1[N:25]=[C:26]2[C:21](=[CH:22][CH:23]=1)[N:20]=[CH:19][CH:18]=[C:17]2[N:12]1[CH:11]=[C:10]2[C:14]([CH2:15][CH2:16][CH:8]([NH2:7])[CH2:9]2)=[N:13]1. (2) Given the reactants [CH3:1][O:2][C:3](=[O:16])[CH2:4][C:5]1[C:9]2[C:10]([Cl:15])=[CH:11][C:12]([OH:14])=[CH:13][C:8]=2[S:7][CH:6]=1.CN(C=O)C.Cl[CH2:23][C:24]1[N:28]([CH3:29])[N:27]=[C:26]([CH3:30])[CH:25]=1.C([O-])([O-])=O.[K+].[K+], predict the reaction product. The product is: [CH3:1][O:2][C:3](=[O:16])[CH2:4][C:5]1[C:9]2[C:10]([Cl:15])=[CH:11][C:12]([O:14][CH2:23][C:24]3[N:28]([CH3:29])[N:27]=[C:26]([CH3:30])[CH:25]=3)=[CH:13][C:8]=2[S:7][CH:6]=1. (3) Given the reactants [Cl-].[CH:2]1([NH2+:10][CH2:11][CH2:12]Cl)[CH2:9][CH2:8][CH2:7][CH2:6][CH2:5][CH2:4][CH2:3]1.[CH3:14][O:15][C:16]1[CH:21]=[C:20]([N+:22]([O-:24])=[O:23])[CH:19]=[CH:18][C:17]=1[N:25]=[C:26]=[S:27], predict the reaction product. The product is: [CH3:14][O:15][C:16]1[CH:21]=[C:20]([N+:22]([O-:24])=[O:23])[CH:19]=[CH:18][C:17]=1[N:25]=[C:26]1[N:10]([CH:2]2[CH2:9][CH2:8][CH2:7][CH2:6][CH2:5][CH2:4][CH2:3]2)[CH2:11][CH2:12][S:27]1. (4) The product is: [CH:8]1([C:6]2[N:5]=[C:4]([C:11]3[CH:16]=[CH:15][CH:14]=[CH:13][C:12]=3[C:17]([F:20])([F:19])[F:18])[N:3]=[C:2]([NH:30][C:23]3[C:24]4[C:29](=[CH:28][CH:27]=[CH:26][CH:25]=4)[NH:21][N:22]=3)[CH:7]=2)[CH2:10][CH2:9]1. Given the reactants Cl[C:2]1[CH:7]=[C:6]([CH:8]2[CH2:10][CH2:9]2)[N:5]=[C:4]([C:11]2[CH:16]=[CH:15][CH:14]=[CH:13][C:12]=2[C:17]([F:20])([F:19])[F:18])[N:3]=1.[NH:21]1[C:29]2[C:24](=[CH:25][CH:26]=[CH:27][CH:28]=2)[C:23]([NH2:30])=[N:22]1.O.C(=O)(O)[O-].[Na+], predict the reaction product. (5) Given the reactants [CH3:1][C:2]1[CH:31]=[CH:30][C:5]([C:6]([NH:8][C:9]2[C:22]3[C:21](=[O:23])[C:20]4[C:15](=[CH:16][CH:17]=[CH:18][CH:19]=4)[C:14](=[O:24])[C:13]=3[CH:12]=[CH:11][C:10]=2[NH:25][C:26](=[O:29])[CH2:27]Cl)=[O:7])=[CH:4][CH:3]=1.CCN(C(C)C)C(C)C.[CH3:41][N:42]1[CH2:47][CH2:46][NH:45][CH2:44][CH2:43]1.C(OCC)(=O)C, predict the reaction product. The product is: [CH3:1][C:2]1[CH:31]=[CH:30][C:5]([C:6]([NH:8][C:9]2[C:22]3[C:21](=[O:23])[C:20]4[C:15](=[CH:16][CH:17]=[CH:18][CH:19]=4)[C:14](=[O:24])[C:13]=3[CH:12]=[CH:11][C:10]=2[NH:25][C:26](=[O:29])[CH2:27][N:45]2[CH2:46][CH2:47][N:42]([CH3:41])[CH2:43][CH2:44]2)=[O:7])=[CH:4][CH:3]=1. (6) The product is: [CH3:14][C:15]1[N:8]2[C:7]3[C:6]([O:11][CH2:10][CH:9]2[CH2:12][OH:13])=[CH:5][CH:4]=[CH:3][C:2]=3[N:1]=1. Given the reactants [NH2:1][C:2]1[C:7]2[NH:8][CH:9]([CH2:12][OH:13])[CH2:10][O:11][C:6]=2[CH:5]=[CH:4][CH:3]=1.[C:14](O)(=O)[CH3:15], predict the reaction product. (7) The product is: [F:30][CH:31]([F:36])[O:37][C:13]1([N:11]([CH2:10][C:8]2[CH:9]=[C:5]([C:3]([OH:2])=[O:4])[O:6][C:7]=2[CH3:29])[CH3:12])[CH:14]=[CH:15][C:16]([C:19]2[CH:20]=[CH:21][CH:22]=[CH:23][CH:24]=2)=[CH:17][CH2:18]1. Given the reactants C[O:2][C:3]([C:5]1[O:6][C:7]([CH3:29])=[C:8]([CH2:10][N:11]([C:13]2[CH:18]=[CH:17][C:16]([C:19]3[CH:24]=[CH:23][C:22](OC(F)F)=[CH:21][CH:20]=3)=[CH:15][CH:14]=2)[CH3:12])[CH:9]=1)=[O:4].[F:30][C:31]([F:36])(F)C(O)=O.[O:37]1CCCC1, predict the reaction product. (8) Given the reactants [C:1]([O:5][C:6](=[O:28])[NH:7][C:8]([C:10]1[S:11][C:12]([S:26][CH3:27])=[C:13]([S:15]([C:18]2[CH:19]=[N:20][C:21](Cl)=[C:22]([Br:24])[CH:23]=2)(=[O:17])=[O:16])[CH:14]=1)=[NH:9])([CH3:4])([CH3:3])[CH3:2].[NH2:29][CH2:30][C:31]1[CH:36]=[CH:35][N:34]=[CH:33][CH:32]=1, predict the reaction product. The product is: [C:1]([O:5][C:6](=[O:28])[NH:7][C:8]([C:10]1[S:11][C:12]([S:26][CH3:27])=[C:13]([S:15]([C:18]2[CH:19]=[N:20][C:21]([NH:29][CH2:30][C:31]3[CH:36]=[CH:35][N:34]=[CH:33][CH:32]=3)=[C:22]([Br:24])[CH:23]=2)(=[O:17])=[O:16])[CH:14]=1)=[NH:9])([CH3:4])([CH3:3])[CH3:2]. (9) Given the reactants [CH:1]1([N:7]=[C:8]=[O:9])[CH2:6][CH2:5][CH2:4][CH2:3][CH2:2]1.[CH2:10]([NH2:16])[CH2:11][CH2:12][CH2:13][CH2:14][CH3:15].[C:17](Cl)(=[O:22])[CH2:18][C:19](Cl)=[O:20].C(N(C(C)C)CC)(C)C.[N:33]([CH2:36][C:37]([O:39]CC)=[O:38])=[C:34]=[O:35], predict the reaction product. The product is: [CH:1]1([N:7]2[C:19]([OH:20])=[C:18]([C:34]([NH:33][CH2:36][C:37]([OH:39])=[O:38])=[O:35])[C:17](=[O:22])[N:16]([CH2:10][CH2:11][CH2:12][CH2:13][CH2:14][CH3:15])[C:8]2=[O:9])[CH2:6][CH2:5][CH2:4][CH2:3][CH2:2]1.